From a dataset of Forward reaction prediction with 1.9M reactions from USPTO patents (1976-2016). Predict the product of the given reaction. (1) Given the reactants [Br:1][C:2]1[CH:7]=[CH:6][C:5]([CH2:8][C:9](=O)[CH3:10])=[CH:4][CH:3]=1.[CH2:12]([NH2:19])[C:13]1[CH:18]=[CH:17][CH:16]=[CH:15][CH:14]=1, predict the reaction product. The product is: [CH2:12]([NH:19][CH:9]([CH3:10])[CH2:8][C:5]1[CH:6]=[CH:7][C:2]([Br:1])=[CH:3][CH:4]=1)[C:13]1[CH:18]=[CH:17][CH:16]=[CH:15][CH:14]=1. (2) Given the reactants [N:1]1[CH:6]=[CH:5][CH:4]=[C:3]([C:7]2[CH:8]=[C:9]3[C:15]([C:16]4[CH:20]=[CH:19][N:18]([CH:21]5[CH2:26][CH2:25][N:24](C(OC(C)(C)C)=O)[CH2:23][CH2:22]5)[N:17]=4)=[N:14][N:13](C4CCCCO4)[C:10]3=[CH:11][N:12]=2)[CH:2]=1.Cl, predict the reaction product. The product is: [NH:24]1[CH2:23][CH2:22][CH:21]([N:18]2[CH:19]=[CH:20][C:16]([C:15]3[C:9]4[C:10](=[CH:11][N:12]=[C:7]([C:3]5[CH:2]=[N:1][CH:6]=[CH:5][CH:4]=5)[CH:8]=4)[NH:13][N:14]=3)=[N:17]2)[CH2:26][CH2:25]1. (3) The product is: [OH:7][CH:1]1[C:6]([C:8]2[N:13]=[CH:12][C:11]([C:14]3[CH:15]=[C:16]([C:29]4[CH:34]=[CH:33][CH:32]=[CH:31][N:30]=4)[C:17]4[S:21][C:20]([NH:22][C:23]([NH:25][CH2:26][CH3:27])=[O:24])=[N:19][C:18]=4[CH:28]=3)=[CH:10][N:9]=2)([OH:36])[CH2:5][CH2:4][O:3][CH2:2]1. Given the reactants [CH:1]12[O:7][C:6]1([C:8]1[N:13]=[CH:12][C:11]([C:14]3[CH:15]=[C:16]([C:29]4[CH:34]=[CH:33][CH:32]=[CH:31][N:30]=4)[C:17]4[S:21][C:20]([NH:22][C:23]([NH:25][CH2:26][CH3:27])=[O:24])=[N:19][C:18]=4[CH:28]=3)=[CH:10][N:9]=1)[CH2:5][CH2:4][O:3][CH2:2]2.S(=O)(=O)(O)[OH:36].C1(C)C=CC(S(O)(=O)=O)=CC=1, predict the reaction product. (4) Given the reactants [F:1][C:2]([F:36])([F:35])[C:3]([N:5]1[CH:10]2[CH2:11][CH2:12][CH:6]1[CH2:7][C:8](=[C:13]1[C:26]3[CH:25]=[CH:24][CH:23]=[C:22](OS(C(F)(F)F)(=O)=O)[C:21]=3[O:20][C:19]3[C:14]1=[CH:15][CH:16]=[CH:17][CH:18]=3)[CH2:9]2)=[O:4].C1C=CC(P(C2C(C3C(P(C4C=CC=CC=4)C4C=CC=CC=4)=CC=C4C=3C=CC=C4)=C3C(C=CC=C3)=CC=2)C2C=CC=CC=2)=CC=1.[C:83](=[NH:96])([C:90]1[CH:95]=[CH:94][CH:93]=[CH:92][CH:91]=1)[C:84]1[CH:89]=[CH:88][CH:87]=[CH:86][CH:85]=1.C(=O)([O-])[O-].[Cs+].[Cs+], predict the reaction product. The product is: [C:83](=[N:96][C:22]1[C:21]2[O:20][C:19]3[C:14](=[CH:15][CH:16]=[CH:17][CH:18]=3)[C:13](=[C:8]3[CH2:9][CH:10]4[N:5]([C:3](=[O:4])[C:2]([F:1])([F:35])[F:36])[CH:6]([CH2:12][CH2:11]4)[CH2:7]3)[C:26]=2[CH:25]=[CH:24][CH:23]=1)([C:90]1[CH:91]=[CH:92][CH:93]=[CH:94][CH:95]=1)[C:84]1[CH:89]=[CH:88][CH:87]=[CH:86][CH:85]=1. (5) Given the reactants [CH3:1][C:2]1[O:6][N:5]=[C:4]([C:7]2[CH:12]=[CH:11][CH:10]=[CH:9][CH:8]=2)[C:3]=1[CH2:13][O:14][C:15]1[N:20]=[N:19][C:18]([NH2:21])=[CH:17][CH:16]=1.[CH:22]1([C:27](Cl)=[O:28])[CH2:26][CH2:25][CH2:24][CH2:23]1, predict the reaction product. The product is: [CH3:1][C:2]1[O:6][N:5]=[C:4]([C:7]2[CH:8]=[CH:9][CH:10]=[CH:11][CH:12]=2)[C:3]=1[CH2:13][O:14][C:15]1[N:20]=[N:19][C:18]([NH:21][C:27]([CH:22]2[CH2:26][CH2:25][CH2:24][CH2:23]2)=[O:28])=[CH:17][CH:16]=1. (6) Given the reactants [Cl:1][C:2]1[C:3]([NH:9][S:10]([C:13]2[CH:22]=[CH:21][C:16]([C:17]([O:19][CH3:20])=[O:18])=[CH:15][CH:14]=2)(=[O:12])=[O:11])=[N:4][CH:5]=[C:6]([Cl:8])[CH:7]=1.Br[CH2:24][C:25]1[CH:30]=[CH:29][C:28]([F:31])=[CH:27][CH:26]=1, predict the reaction product. The product is: [Cl:1][C:2]1[C:3]([N:9]([CH2:24][C:25]2[CH:30]=[CH:29][C:28]([F:31])=[CH:27][CH:26]=2)[S:10]([C:13]2[CH:14]=[CH:15][C:16]([C:17]([O:19][CH3:20])=[O:18])=[CH:21][CH:22]=2)(=[O:12])=[O:11])=[N:4][CH:5]=[C:6]([Cl:8])[CH:7]=1. (7) Given the reactants Br[CH2:2][C:3]1[C:8]([Cl:9])=[CH:7][CH:6]=[CH:5][C:4]=1[CH2:10][N:11]([CH2:14][CH3:15])[CH2:12][CH3:13].[CH3:16][C:17]1[N:22]=[C:21]([SH:23])[N:20]=[C:19]([OH:24])[CH:18]=1.C(N(CC)CC)C, predict the reaction product. The product is: [Cl:9][C:8]1[CH:7]=[CH:6][CH:5]=[C:4]([CH2:10][N:11]([CH2:14][CH3:15])[CH2:12][CH3:13])[C:3]=1[CH2:2][S:23][C:21]1[N:20]=[C:19]([OH:24])[CH:18]=[C:17]([CH3:16])[N:22]=1.